From a dataset of Forward reaction prediction with 1.9M reactions from USPTO patents (1976-2016). Predict the product of the given reaction. (1) Given the reactants N[C:2]1([CH:26]2[C:34](=[O:35])[C:33]3[C:28](=[CH:29][CH:30]=[CH:31][CH:32]=3)[C:27]2=[O:36])[C:10]2[N:9]=[C:8]3[CH:11]=[CH:12][CH:13]=[CH:14][C:7]3=[N:6][C:5]=2[C:4](=[C:15]2[C:23](=[O:24])[C:22]3[C:17](=[CH:18][CH:19]=[CH:20][CH:21]=3)[C:16]2=[O:25])[NH:3]1.O, predict the reaction product. The product is: [O:25]=[C:16]1[C:17]2[C:22](=[CH:21][CH:20]=[CH:19][CH:18]=2)[C:23](=[O:24])[C:15]1=[C:4]1[C:5]2[N:6]=[C:7]3[CH:14]=[CH:13][CH:12]=[CH:11][C:8]3=[N:9][C:10]=2[C:2](=[C:26]2[C:27](=[O:36])[C:28]3[C:33](=[CH:32][CH:31]=[CH:30][CH:29]=3)[C:34]2=[O:35])[NH:3]1. (2) The product is: [N:1]1([S:26]([C:23]2[CH:24]=[CH:25][C:18]3[CH2:17][CH2:16][N:15]([C:12](=[O:14])[CH3:13])[CH2:21][CH2:20][C:19]=3[CH:22]=2)(=[O:27])=[O:28])[C:9]2[C:4](=[CH:5][CH:6]=[CH:7][CH:8]=2)[CH:3]=[CH:2]1. Given the reactants [NH:1]1[C:9]2[C:4](=[CH:5][CH:6]=[CH:7][CH:8]=2)[CH:3]=[CH:2]1.[OH-].[Na+].[C:12]([N:15]1[CH2:21][CH2:20][C:19]2[CH:22]=[C:23]([S:26](Cl)(=[O:28])=[O:27])[CH:24]=[CH:25][C:18]=2[CH2:17][CH2:16]1)(=[O:14])[CH3:13].S(Cl)(Cl)(=O)=O, predict the reaction product. (3) Given the reactants [NH:1]1[CH2:6][CH2:5][O:4][CH2:3][CH2:2]1.Cl[CH2:8][CH2:9][CH2:10][CH2:11][CH2:12][C:13]#[N:14], predict the reaction product. The product is: [N:1]1([CH2:8][CH2:9][CH2:10][CH2:11][CH2:12][C:13]#[N:14])[CH2:6][CH2:5][O:4][CH2:3][CH2:2]1. (4) Given the reactants [NH2:1][C:2]1[CH:7]=[CH:6][C:5]([CH3:8])=[CH:4][CH:3]=1.[CH3:9][S:10][C:11](SC)=[CH:12][N+:13]([O-:15])=[O:14], predict the reaction product. The product is: [CH3:9][S:10][C:11]([NH:1][C:2]1[CH:7]=[CH:6][C:5]([CH3:8])=[CH:4][CH:3]=1)=[CH:12][N+:13]([O-:15])=[O:14]. (5) Given the reactants CC1C=CC(S(O[CH2:12][CH:13]2[CH2:17][C:16]3[CH:18]=[C:19]([Cl:32])[CH:20]=[C:21]([C:22]4[CH:27]=[CH:26][C:25]([O:28][CH3:29])=[CH:24][C:23]=4[O:30][CH3:31])[C:15]=3[O:14]2)(=O)=O)=CC=1.[CH3:33][NH2:34], predict the reaction product. The product is: [Cl:32][C:19]1[CH:20]=[C:21]([C:22]2[CH:27]=[CH:26][C:25]([O:28][CH3:29])=[CH:24][C:23]=2[O:30][CH3:31])[C:15]2[O:14][CH:13]([CH2:12][NH:34][CH3:33])[CH2:17][C:16]=2[CH:18]=1. (6) Given the reactants [CH2:1]([C@@H:5]1[NH:10][CH2:9][C@H:8]([CH2:11][CH:12]([CH3:14])[CH3:13])[NH:7][C:6]1=[O:15])[CH:2]([CH3:4])[CH3:3].[S:16]1[C:28]2[C:27]3[CH:26]=[CH:25][CH:24]=[CH:23][C:22]=3[O:21][CH2:20][C:19]=2[CH:18]=[C:17]1[C:29](O)=[O:30].C([C@@H]1N(C([C@@H]2C[C@H]2C2C=CC=CC=2)=O)C[C@H](CC(C)C)NC1=O)C(C)C, predict the reaction product. The product is: [CH2:1]([C@@H:5]1[N:10]([C:29]([C:17]2[S:16][C:28]3[C:27]4[CH:26]=[CH:25][CH:24]=[CH:23][C:22]=4[O:21][CH2:20][C:19]=3[CH:18]=2)=[O:30])[CH2:9][C@H:8]([CH2:11][CH:12]([CH3:14])[CH3:13])[NH:7][C:6]1=[O:15])[CH:2]([CH3:4])[CH3:3].